This data is from Forward reaction prediction with 1.9M reactions from USPTO patents (1976-2016). The task is: Predict the product of the given reaction. Given the reactants [Cl:1][C:2]1[CH:7]=[C:6]([S:8][C:9]2[CH:14]=[CH:13][CH:12]=[C:11]([C:15]([F:18])([F:17])[F:16])[CH:10]=2)[CH:5]=[CH:4][C:3]=1[CH2:19][CH2:20][CH2:21]I.[CH3:23][CH:24]([C:30]([O:32][CH2:33][CH3:34])=[O:31])[C:25]([O:27][CH2:28][CH3:29])=[O:26], predict the reaction product. The product is: [Cl:1][C:2]1[CH:7]=[C:6]([S:8][C:9]2[CH:14]=[CH:13][CH:12]=[C:11]([C:15]([F:18])([F:17])[F:16])[CH:10]=2)[CH:5]=[CH:4][C:3]=1[CH2:19][CH2:20][CH2:21][C:24]([CH3:23])([C:25]([O:27][CH2:28][CH3:29])=[O:26])[C:30]([O:32][CH2:33][CH3:34])=[O:31].